From a dataset of Full USPTO retrosynthesis dataset with 1.9M reactions from patents (1976-2016). Predict the reactants needed to synthesize the given product. (1) Given the product [CH3:17][N:18]([CH3:28])[C:19]([C@H:21]1[CH2:26][CH2:25][C@H:24]([NH:27][C:12](=[O:14])[C:11]2[CH:15]=[CH:16][C:8]([C:4]3[CH:5]=[CH:6][CH:7]=[C:2]([F:1])[CH:3]=3)=[N:9][CH:10]=2)[CH2:23][CH2:22]1)=[O:20], predict the reactants needed to synthesize it. The reactants are: [F:1][C:2]1[CH:3]=[C:4]([C:8]2[CH:16]=[CH:15][C:11]([C:12]([OH:14])=O)=[CH:10][N:9]=2)[CH:5]=[CH:6][CH:7]=1.[CH3:17][N:18]([CH3:28])[C:19]([CH:21]1[CH2:26][CH2:25][CH:24]([NH2:27])[CH2:23][CH2:22]1)=[O:20]. (2) The reactants are: Br[C:2]1[N:3]=[C:4]2[C:10]([C:11]([NH:13][C:14]([CH3:17])([CH3:16])[CH3:15])=[O:12])=[CH:9][N:8]([CH2:18][O:19][CH2:20][CH2:21][Si:22]([CH3:25])([CH3:24])[CH3:23])[C:5]2=[N:6][CH:7]=1.[CH3:26][O:27][C:28]1[CH:36]=[C:35]2[C:31]([CH:32]=[N:33][NH:34]2)=[CH:30][CH:29]=1.CC(C)([O-])C.[Na+]. Given the product [C:14]([NH:13][C:11]([C:10]1[C:4]2[C:5](=[N:6][CH:7]=[C:2]([N:34]3[C:35]4[C:31](=[CH:30][CH:29]=[C:28]([O:27][CH3:26])[CH:36]=4)[CH:32]=[N:33]3)[N:3]=2)[N:8]([CH2:18][O:19][CH2:20][CH2:21][Si:22]([CH3:25])([CH3:24])[CH3:23])[CH:9]=1)=[O:12])([CH3:17])([CH3:16])[CH3:15], predict the reactants needed to synthesize it.